From a dataset of Reaction yield outcomes from USPTO patents with 853,638 reactions. Predict the reaction yield, written as a fraction of the theoretical maximum amount of product (1.0 means a 100% yield; for example, 0.34 means a 34% yield). (1) The reactants are [C:1]([CH:3]1[CH2:6][N:5]([C:7](=[O:48])[C@H:8]([NH:10][C:11]([C:13]2[C:21]3[C:16](=[N:17][CH:18]=[C:19]([C:22]4[C:30]5[C:25](=[CH:26][C:27]([Cl:31])=[CH:28][CH:29]=5)[N:24]([CH2:32][CH:33]5[CH2:37][O:36]C(C)(C)[O:34]5)[N:23]=4)[N:20]=3)[N:15](COCC[Si](C)(C)C)[CH:14]=2)=[O:12])[CH3:9])[CH2:4]1)#[N:2].C(O)(C(F)(F)F)=O. The catalyst is C(Cl)Cl. The product is [C:1]([CH:3]1[CH2:6][N:5]([C:7](=[O:48])[C@H:8]([NH:10][C:11]([C:13]2[C:21]3[C:16](=[N:17][CH:18]=[C:19]([C:22]4[C:30]5[C:25](=[CH:26][C:27]([Cl:31])=[CH:28][CH:29]=5)[N:24]([CH2:32][CH:33]([OH:34])[CH2:37][OH:36])[N:23]=4)[N:20]=3)[NH:15][CH:14]=2)=[O:12])[CH3:9])[CH2:4]1)#[N:2]. The yield is 0.200. (2) The reactants are [C:1]12([C:11]3[CH:21]=[CH:20][C:14]([O:15][CH2:16][C:17]([OH:19])=O)=[CH:13][CH:12]=3)[CH2:10][CH:5]3[CH2:6][CH:7]([CH2:9][CH:3]([CH2:4]3)[CH2:2]1)[CH2:8]2.[CH3:22][O:23][C:24](=[O:32])[C:25]1[CH:30]=[CH:29][N:28]=[C:27]([NH2:31])[CH:26]=1.C1CN([P+](ON2N=NC3C=CC=CC2=3)(N2CCCC2)N2CCCC2)CC1.F[P-](F)(F)(F)(F)F. The catalyst is CN(C1C=CN=CC=1)C.CN(C=O)C.C(OCC)(=O)C. The product is [CH3:22][O:23][C:24](=[O:32])[C:25]1[CH:30]=[CH:29][N:28]=[C:27]([NH:31][C:17](=[O:19])[CH2:16][O:15][C:14]2[CH:20]=[CH:21][C:11]([C:1]34[CH2:8][CH:7]5[CH2:6][CH:5]([CH2:4][CH:3]([CH2:9]5)[CH2:2]3)[CH2:10]4)=[CH:12][CH:13]=2)[CH:26]=1. The yield is 0.750. (3) The reactants are FC(F)(F)S(OC1C=C(C2C3SC4C=CC=CC=4C=3C=CC=2)C=C(C2C=CC=C(C3C=N[C:39]4[C:34](=[C:35]5C=CC=[CH:46][C:36]5=[C:37]5C=CC=[CH:42][C:38]5=4)N=3)C=2)C=1)(=O)=O.N1C2C(=C3C=CC=CC3=C3C=CC=CC3=2)N=C[C:53]=1C1C=C(B2OC(C)(C)C(C)(C)O2)C=CC=1.C1(P(C2CCCCC2)C2C=CC=CC=2C2C(OC)=CC=CC=2OC)CCCCC1.C(=O)([O-])[O-].[K+].[K+]. The catalyst is CC([O-])=O.CC([O-])=O.[Pd+2].C(O)C.C1(C)C=CC=CC=1. The product is [C:34]1([CH3:53])[CH:35]=[C:36]([CH3:46])[CH:37]=[C:38]([CH3:42])[CH:39]=1. The yield is 0.720. (4) The reactants are [CH2:1]([O:3][C:4](=[O:25])[CH2:5][N:6]([C:18]([O:20][C:21]([CH3:24])([CH3:23])[CH3:22])=[O:19])[CH2:7][C:8]1[CH:13]=[C:12]([Cl:14])[CH:11]=[CH:10][C:9]=1[N+:15]([O-])=O)[CH3:2].[H][H]. The catalyst is C(OCC)(=O)C.[Pd].[Br-].[Zn+2].[Br-]. The product is [CH2:1]([O:3][C:4](=[O:25])[CH2:5][N:6]([CH2:7][C:8]1[CH:13]=[C:12]([Cl:14])[CH:11]=[CH:10][C:9]=1[NH2:15])[C:18]([O:20][C:21]([CH3:24])([CH3:22])[CH3:23])=[O:19])[CH3:2]. The yield is 0.955. (5) The reactants are CS(Cl)(=O)=O.[CH3:6][C:7]1[CH:8]=[C:9]([NH:13][C:14]2[S:15][C:16]([CH2:25]O)=[C:17]([C:19]3[CH:24]=[CH:23][N:22]=[CH:21][CH:20]=3)[N:18]=2)[CH:10]=[CH:11][CH:12]=1.C[CH2:28][N:29](C(C)C)[CH:30](C)C. The catalyst is C(Cl)Cl. The product is [CH3:28][N:29]([CH2:25][C:16]1[S:15][C:14]([NH:13][C:9]2[CH:10]=[CH:11][CH:12]=[C:7]([CH3:6])[CH:8]=2)=[N:18][C:17]=1[C:19]1[CH:24]=[CH:23][N:22]=[CH:21][CH:20]=1)[CH3:30]. The yield is 0.330. (6) The reactants are I[C:2]1[C:3]([CH3:21])=[N:4][CH:5]=[C:6]([C:9]=1[NH:10][C:11]1[CH:12]=[C:13]2[C:17](=[CH:18][CH:19]=1)[NH:16][C:15]([CH3:20])=[CH:14]2)[C:7]#[N:8].[CH3:22][O:23][C:24]1[CH:25]=[C:26](B(O)O)[CH:27]=[CH:28][C:29]=1[O:30][CH3:31].COC1C=C(C2C(C)=NC=C(C=2NC2C=C3C(C=CN3)=CC=2)C#N)C=CC=1OC.C(#N)C. The catalyst is O.FC(F)(F)C(O)=O. The product is [CH3:22][O:23][C:24]1[CH:25]=[C:26]([C:2]2[C:3]([CH3:21])=[N:4][CH:5]=[C:6]([C:9]=2[NH:10][C:11]2[CH:12]=[C:13]3[C:17](=[CH:18][CH:19]=2)[NH:16][C:15]([CH3:20])=[CH:14]3)[C:7]#[N:8])[CH:27]=[CH:28][C:29]=1[O:30][CH3:31]. The yield is 0.850. (7) The reactants are [N:1]1([C:7]2[CH:25]=[CH:24][C:10]([CH2:11][C:12]([CH3:23])([C:18]([O:20][CH2:21][CH3:22])=[O:19])[C:13]([O:15][CH2:16][CH3:17])=[O:14])=[CH:9][CH:8]=2)[CH2:6][CH2:5][NH:4][CH2:3][CH2:2]1.[CH2:26]=O. The catalyst is C(O)=O. The product is [CH3:26][N:4]1[CH2:5][CH2:6][N:1]([C:7]2[CH:8]=[CH:9][C:10]([CH2:11][C:12]([CH3:23])([C:18]([O:20][CH2:21][CH3:22])=[O:19])[C:13]([O:15][CH2:16][CH3:17])=[O:14])=[CH:24][CH:25]=2)[CH2:2][CH2:3]1. The yield is 0.868.